This data is from Catalyst prediction with 721,799 reactions and 888 catalyst types from USPTO. The task is: Predict which catalyst facilitates the given reaction. (1) The catalyst class is: 158. Reactant: [F:1][C:2]([F:27])([F:26])[C:3]1[CH:4]=[C:5]([C:13]2[CH2:18][CH2:17][N:16](C(OC(C)(C)C)=O)[CH2:15][CH:14]=2)[CH:6]=[C:7]([C:9]([F:12])([F:11])[F:10])[CH:8]=1.[ClH:28]. Product: [ClH:28].[F:27][C:2]([F:1])([F:26])[C:3]1[CH:4]=[C:5]([C:13]2[CH2:18][CH2:17][NH:16][CH2:15][CH:14]=2)[CH:6]=[C:7]([C:9]([F:11])([F:12])[F:10])[CH:8]=1. (2) Reactant: [CH2:1]([N:5]1[C:14]2[C:9](=[CH:10][CH:11]=[CH:12][N:13]=2)[C:8](Cl)=[C:7]([C:16]2[NH:21][C:20]3[CH:22]=[CH:23][CH:24]=[CH:25][C:19]=3[S:18](=[O:27])(=[O:26])[N:17]=2)[C:6]1=[O:28])[CH2:2][CH2:3][CH3:4].[N-:29]=[N+:30]=[N-:31].[Na+]. The catalyst class is: 9. Product: [N:29]([C:8]1[C:9]2[C:14](=[N:13][CH:12]=[CH:11][CH:10]=2)[N:5]([CH2:1][CH2:2][CH2:3][CH3:4])[C:6](=[O:28])[C:7]=1[C:16]1[NH:21][C:20]2[CH:22]=[CH:23][CH:24]=[CH:25][C:19]=2[S:18](=[O:26])(=[O:27])[N:17]=1)=[N+:30]=[N-:31]. (3) Reactant: Cl.[N+:2]([C:5]1[CH:13]=[CH:12][C:11]2[C:7](=[CH:8][N:9]([CH2:14][CH2:15][NH2:16])[N:10]=2)[CH:6]=1)([O-:4])=[O:3].C(N(CC)CC)C.[CH3:24][S:25](Cl)(=[O:27])=[O:26]. Product: [N+:2]([C:5]1[CH:13]=[CH:12][C:11]2[C:7](=[CH:8][N:9]([CH2:14][CH2:15][NH:16][S:25]([CH3:24])(=[O:27])=[O:26])[N:10]=2)[CH:6]=1)([O-:4])=[O:3]. The catalyst class is: 4. (4) Reactant: [Cl:1][C:2]1[CH:7]=[CH:6][C:5]([C:8]2[C:12]3[CH2:13][N:14]([C:17](=[O:19])[CH3:18])[CH2:15][CH2:16][C:11]=3[N:10]([CH2:20][CH:21]3[CH2:23][O:22]3)[N:9]=2)=[CH:4][C:3]=1[CH3:24].[Cl:25][C:26]1[CH:31]=[CH:30][C:29]([C:32]2[N:36]=[C:35]([CH:37]3[CH2:42][CH2:41][NH:40][CH2:39][CH2:38]3)[O:34][N:33]=2)=[CH:28][CH:27]=1.C(S([O-])(=O)=O)(F)(F)F.C(S([O-])(=O)=O)(F)(F)F.C(S([O-])(=O)=O)(F)(F)F.[Yb+3].CO.C(Cl)Cl. Product: [Cl:1][C:2]1[CH:7]=[CH:6][C:5]([C:8]2[C:12]3[CH2:13][N:14]([C:17](=[O:19])[CH3:18])[CH2:15][CH2:16][C:11]=3[N:10]([CH2:20][CH:21]([OH:22])[CH2:23][N:40]3[CH2:39][CH2:38][CH:37]([C:35]4[O:34][N:33]=[C:32]([C:29]5[CH:30]=[CH:31][C:26]([Cl:25])=[CH:27][CH:28]=5)[N:36]=4)[CH2:42][CH2:41]3)[N:9]=2)=[CH:4][C:3]=1[CH3:24]. The catalyst class is: 2. (5) The catalyst class is: 4. Reactant: [CH3:1][O:2][C:3]1[CH:9]=[CH:8][C:6]([NH2:7])=[CH:5][CH:4]=1.[N+:10]([C:13]1[CH:18]=[CH:17][CH:16]=[CH:15][C:14]=1[S:19](Cl)(=[O:21])=[O:20])([O-:12])=[O:11].C(N(CC)CC)C.O. Product: [CH3:1][O:2][C:3]1[CH:9]=[CH:8][C:6]([NH:7][S:19]([C:14]2[CH:15]=[CH:16][CH:17]=[CH:18][C:13]=2[N+:10]([O-:12])=[O:11])(=[O:20])=[O:21])=[CH:5][CH:4]=1. (6) Reactant: CO[C:3]1[CH:4]=[C:5]([NH:9][CH:10]=[C:11]2[C:16](=[O:17])OC(C)(C)OC2=O)[CH:6]=[N:7][CH:8]=1.[C:21]1([O:27]C2C=CC=CC=2)C=CC=CC=1. Product: [CH3:21][O:27][N:9]1[C:5]2[C:6](=[N:7][CH:8]=[CH:3][CH:4]=2)[C:16](=[O:17])[CH:11]=[CH:10]1. The catalyst class is: 81. (7) Reactant: B.CSC.[C:5]1([CH2:15][C:16](O)=[O:17])[CH:10]=[CH:9][C:8]([CH2:11][C:12](O)=[O:13])=[CH:7][CH:6]=1. Product: [C:8]1([CH2:11][CH2:12][OH:13])[CH:7]=[CH:6][C:5]([CH2:15][CH2:16][OH:17])=[CH:10][CH:9]=1. The catalyst class is: 7. (8) Reactant: [Cl:1][C:2]1[CH:7]=[CH:6][CH:5]=[CH:4][C:3]=1[CH:8]1[N:12]([C:13]2[CH:18]=[CH:17][C:16]([N:19]3[CH2:24][CH2:23][N:22](C(OC(C)(C)C)=O)[CH2:21][CH2:20]3)=[CH:15][CH:14]=2)[N:11]=[C:10]([C:32]([C:38]([F:41])([F:40])[F:39])([C:34]([F:37])([F:36])[F:35])[OH:33])[CH2:9]1.Cl. Product: [ClH:1].[Cl:1][C:2]1[CH:7]=[CH:6][CH:5]=[CH:4][C:3]=1[CH:8]1[N:12]([C:13]2[CH:14]=[CH:15][C:16]([N:19]3[CH2:24][CH2:23][NH:22][CH2:21][CH2:20]3)=[CH:17][CH:18]=2)[N:11]=[C:10]([C:32]([C:34]([F:36])([F:35])[F:37])([C:38]([F:40])([F:41])[F:39])[OH:33])[CH2:9]1. The catalyst class is: 13. (9) Reactant: Br[C:2]1[O:6][C:5]([CH:7]=[O:8])=[CH:4][CH:3]=1.CC1(C)C(C)(C)OB([C:17]2[CH:18]=[C:19]3[C:23](=[CH:24][CH:25]=2)[C:22](=[O:26])[O:21][CH2:20]3)O1.[CH3:28][CH2:29][OH:30]. Product: [O:30]1[CH2:29][CH2:28][O:8][CH:7]1[C:5]1[O:6][C:2]([C:17]2[CH:18]=[C:19]3[C:23](=[CH:24][CH:25]=2)[C:22](=[O:26])[O:21][CH2:20]3)=[CH:3][CH:4]=1. The catalyst class is: 11. (10) Reactant: Cl.Cl.[OH:3][C:4]([CH3:21])([CH3:20])[CH2:5][NH:6][C:7]1=[N:8][C:9](=[O:19])[S:10]/[C:11]/1=[CH:12]\[CH:13]1[CH2:18][CH2:17][NH:16][CH2:15][CH2:14]1.[Cl:22][C:23]1[CH:30]=[C:29]([C:31]([F:34])([F:33])[F:32])[CH:28]=[CH:27][C:24]=1[CH:25]=O.C(O[BH-](OC(=O)C)OC(=O)C)(=O)C.[Na+].C(=O)([O-])O.[Na+]. Product: [Cl:22][C:23]1[CH:30]=[C:29]([C:31]([F:32])([F:33])[F:34])[CH:28]=[CH:27][C:24]=1[CH2:25][N:16]1[CH2:17][CH2:18][CH:13](/[CH:12]=[C:11]2/[C:7]([NH:6][CH2:5][C:4]([OH:3])([CH3:21])[CH3:20])=[N:8][C:9](=[O:19])[S:10]/2)[CH2:14][CH2:15]1. The catalyst class is: 338.